From a dataset of Full USPTO retrosynthesis dataset with 1.9M reactions from patents (1976-2016). Predict the reactants needed to synthesize the given product. (1) Given the product [OH:17][C:14]1[CH:15]=[C:16]2[C:11]([NH:10][CH:9]=[C:8]2[CH2:7][C@@H:5]([C:4]([NH2:20])=[O:18])[NH2:6])=[CH:12][CH:13]=1, predict the reactants needed to synthesize it. The reactants are: Cl.CO[C:4](=[O:18])[C@H:5]([CH2:7][C:8]1[C:16]2[C:11](=[CH:12][CH:13]=[C:14]([OH:17])[CH:15]=2)[NH:10][CH:9]=1)[NH2:6].[OH-].[NH4+:20]. (2) Given the product [ClH:1].[OH:24][CH2:23][C:10]1([C:8]#[N:9])[CH2:15][CH2:14][NH:13][CH2:12][CH2:11]1, predict the reactants needed to synthesize it. The reactants are: [ClH:1].O1CCOCC1.[C:8]([C:10]1([CH2:23][OH:24])[CH2:15][CH2:14][N:13](C(OC(C)(C)C)=O)[CH2:12][CH2:11]1)#[N:9]. (3) Given the product [NH2:1][C:2]1[N:7]=[CH:6][N:5]=[C:4]2[N:8]([C@H:32]3[CH2:33][CH2:34][C@@H:35]([N:38]4[CH2:43][CH2:42][N:41]([CH3:44])[CH2:40][CH2:39]4)[CH2:36][CH2:37]3)[N:9]=[C:10]([C:11]3[CH:16]=[CH:15][C:14]([NH:17][C:18]4[S:19][C:20]([CH2:30][CH3:31])=[C:21]([C:47]5[CH:48]=[CH:49][CH:50]=[C:45]([CH3:54])[CH:46]=5)[N:22]=4)=[CH:13][CH:12]=3)[C:3]=12, predict the reactants needed to synthesize it. The reactants are: [NH2:1][C:2]1[N:7]=[CH:6][N:5]=[C:4]2[N:8]([C@H:32]3[CH2:37][CH2:36][C@@H:35]([N:38]4[CH2:43][CH2:42][N:41]([CH3:44])[CH2:40][CH2:39]4)[CH2:34][CH2:33]3)[N:9]=[C:10]([C:11]3[CH:16]=[CH:15][C:14]([NH:17][C:18]4[S:19][C:20]([CH2:30][CH3:31])=[C:21](C5C=CC(C)=CC=5)[N:22]=4)=[CH:13][CH:12]=3)[C:3]=12.[C:45]1([CH3:54])[CH:50]=[CH:49][CH:48]=[C:47](B(O)O)[CH:46]=1. (4) Given the product [CH3:3][O:4][C:5]1[CH:10]=[CH:9][C:8]([CH2:11][CH:12]([C:13]2[NH:14][C:15]3[C:20]([N:21]=2)=[CH:19][N:18]=[CH:17][N:16]=3)[NH2:22])=[CH:7][CH:6]=1, predict the reactants needed to synthesize it. The reactants are: N#N.[CH3:3][O:4][C:5]1[CH:10]=[CH:9][C:8]([CH2:11][CH:12]([NH:22]C(=O)OCC2C=CC=CC=2)[C:13]2[NH:14][C:15]3[C:20]([N:21]=2)=[CH:19][N:18]=[CH:17][N:16]=3)=[CH:7][CH:6]=1. (5) Given the product [Cl:18][C:15]1[CH:16]=[CH:17][C:12]([S:9]([N:8]([C:7]2[C:2]([C:35](=[O:36])[C:34]3[CH:41]=[CH:42][CH:43]=[CH:44][C:33]=3[Cl:32])=[N:3][CH:4]=[C:5]([Cl:26])[CH:6]=2)[CH2:23][O:24][CH3:25])(=[O:11])=[O:10])=[CH:13][C:14]=1[C:19]([F:22])([F:21])[F:20], predict the reactants needed to synthesize it. The reactants are: Br[C:2]1[C:7]([N:8]([CH2:23][O:24][CH3:25])[S:9]([C:12]2[CH:17]=[CH:16][C:15]([Cl:18])=[C:14]([C:19]([F:22])([F:21])[F:20])[CH:13]=2)(=[O:11])=[O:10])=[CH:6][C:5]([Cl:26])=[CH:4][N:3]=1.C([Mg]Cl)(C)C.[Cl:32][C:33]1[CH:44]=[CH:43][CH:42]=[CH:41][C:34]=1[C:35](N(OC)C)=[O:36].